This data is from Catalyst prediction with 721,799 reactions and 888 catalyst types from USPTO. The task is: Predict which catalyst facilitates the given reaction. (1) Reactant: [C:1]([C:3]1[CH:4]=[C:5]([C:10](=[O:27])[CH2:11][N:12]2[CH2:17][CH2:16][N:15]([C:18]([O:20][C:21]([CH3:24])([CH3:23])[CH3:22])=[O:19])[CH2:14][C@H:13]2[CH2:25][OH:26])[CH:6]=[CH:7][C:8]=1[F:9])#[N:2].[BH4-].[Na+]. Product: [C:1]([C:3]1[CH:4]=[C:5]([CH:10]([OH:27])[CH2:11][N:12]2[CH2:17][CH2:16][N:15]([C:18]([O:20][C:21]([CH3:22])([CH3:24])[CH3:23])=[O:19])[CH2:14][C@H:13]2[CH2:25][OH:26])[CH:6]=[CH:7][C:8]=1[F:9])#[N:2]. The catalyst class is: 8. (2) The catalyst class is: 4. Reactant: [CH2:1]([O:8][C:9]1[CH:17]=[C:16]([O:18][CH2:19]C2C=CC=CC=2)[C:15]([C:26]([CH3:28])=[CH2:27])=[CH:14][C:10]=1[C:11]([OH:13])=O)[C:2]1[CH:7]=[CH:6][CH:5]=[CH:4][CH:3]=1.Cl.C(N=C=NCCCN(C)C)C.ON1[C:46]2[CH:47]=[CH:48][CH:49]=[CH:50][C:45]=2N=N1.[CH2:51]([NH:54][CH2:55][C:56]#[CH:57])[C:52]#[CH:53]. Product: [CH2:1]([O:8][C:9]1[CH:17]=[C:16]([O:18][CH2:19][C:45]2[CH:50]=[CH:49][CH:48]=[CH:47][CH:46]=2)[C:15]([C:26]([CH3:28])=[CH2:27])=[CH:14][C:10]=1[C:11]([N:54]([CH2:55][C:56]#[CH:57])[CH2:51][C:52]#[CH:53])=[O:13])[C:2]1[CH:3]=[CH:4][CH:5]=[CH:6][CH:7]=1. (3) Reactant: [OH:1][CH2:2][CH2:3][CH2:4][C:5]([C:7]1[CH:8]=[C:9]([CH:12]=[CH:13][CH:14]=1)[C:10]#[N:11])=[CH2:6].[I:15]N1C(=O)CCC1=O. Product: [I:15][CH2:6][C:5]1([C:7]2[CH:8]=[C:9]([CH:12]=[CH:13][CH:14]=2)[C:10]#[N:11])[CH2:4][CH2:3][CH2:2][O:1]1. The catalyst class is: 27. (4) Reactant: Br.[NH2:2][C:3]1[CH:8]=[C:7]([CH:9](Br)[C:10]([C:12]2[CH:17]=[CH:16][CH:15]=[C:14]([CH3:18])[CH:13]=2)=O)[CH:6]=[CH:5][N:4]=1.[F:20][C:21]1[CH:29]=[CH:28][C:24]([C:25]([NH2:27])=[S:26])=[CH:23][CH:22]=1.C(=O)([O-])O.[Na+]. Product: [F:20][C:21]1[CH:29]=[CH:28][C:24]([C:25]2[S:26][C:9]([C:7]3[CH:6]=[CH:5][N:4]=[C:3]([NH2:2])[CH:8]=3)=[C:10]([C:12]3[CH:17]=[CH:16][CH:15]=[C:14]([CH3:18])[CH:13]=3)[N:27]=2)=[CH:23][CH:22]=1. The catalyst class is: 9. (5) Reactant: [F:1][C:2]([F:27])([F:26])[O:3][C:4]1[CH:9]=[CH:8][C:7]([NH:10][C:11]2[N:16]=[CH:15][N:14]=[C:13]([C:17]3[CH:25]=[CH:24][C:20]([C:21](O)=[O:22])=[CH:19][CH:18]=3)[N:12]=2)=[CH:6][CH:5]=1.[CH2:28]([CH2:30][NH2:31])[OH:29].CN(C(ON1N=NC2C=CC=NC1=2)=[N+](C)C)C.F[P-](F)(F)(F)(F)F.CCN(C(C)C)C(C)C. Product: [OH:29][CH2:28][CH2:30][NH:31][C:21](=[O:22])[C:20]1[CH:19]=[CH:18][C:17]([C:13]2[N:12]=[C:11]([NH:10][C:7]3[CH:8]=[CH:9][C:4]([O:3][C:2]([F:26])([F:1])[F:27])=[CH:5][CH:6]=3)[N:16]=[CH:15][N:14]=2)=[CH:25][CH:24]=1. The catalyst class is: 3. (6) Reactant: [Cl:1][C:2]1[C:11]2[C:6](=[CH:7][CH:8]=[C:9]([O:12]C)[CH:10]=2)[O:5][C:4](=[O:14])[C:3]=1[C:15]1[CH:20]=[CH:19][CH:18]=[C:17]([O:21]C)[CH:16]=1.B(Br)(Br)Br. Product: [Cl:1][C:2]1[C:11]2[C:6](=[CH:7][CH:8]=[C:9]([OH:12])[CH:10]=2)[O:5][C:4](=[O:14])[C:3]=1[C:15]1[CH:20]=[CH:19][CH:18]=[C:17]([OH:21])[CH:16]=1. The catalyst class is: 4. (7) The catalyst class is: 151. Reactant: [C:1]([N:4]1[CH2:9][CH2:8][N:7]([C:10]2[CH:11]=[CH:12][C:13]([NH:16][C:17](=[O:27])[CH2:18][C:19]3[CH:24]=[CH:23][C:22](Br)=[C:21]([CH3:26])[CH:20]=3)=[N:14][CH:15]=2)[CH2:6][CH2:5]1)(=[O:3])[CH3:2].[CH3:28][C:29]1[CH:34]=[C:33]([Sn](CCCC)(CCCC)CCCC)[CH:32]=[CH:31][N:30]=1.CS(C)=O. Product: [C:1]([N:4]1[CH2:9][CH2:8][N:7]([C:10]2[CH:11]=[CH:12][C:13]([NH:16][C:17](=[O:27])[CH2:18][C:19]3[CH:24]=[CH:23][C:22]([C:33]4[CH:32]=[CH:31][N:30]=[C:29]([CH3:28])[CH:34]=4)=[C:21]([CH3:26])[CH:20]=3)=[N:14][CH:15]=2)[CH2:6][CH2:5]1)(=[O:3])[CH3:2]. (8) Reactant: [Br:1][C:2]1[CH:3]=[C:4]2[C:9](=[CH:10][CH:11]=1)[N:8]=[CH:7][CH:6]=[C:5]2Cl.[N:13]1([C:20]([O:22][C:23]([CH3:26])([CH3:25])[CH3:24])=[O:21])[CH2:19][CH2:18][CH2:17][NH:16][CH2:15][CH2:14]1.C([O-])([O-])=O.[K+].[K+].O. Product: [Br:1][C:2]1[CH:3]=[C:4]2[C:9](=[CH:10][CH:11]=1)[N:8]=[CH:7][CH:6]=[C:5]2[N:16]1[CH2:17][CH2:18][CH2:19][N:13]([C:20]([O:22][C:23]([CH3:26])([CH3:25])[CH3:24])=[O:21])[CH2:14][CH2:15]1. The catalyst class is: 16. (9) Reactant: [Cl:1][C:2]1[CH:9]=[C:6]([CH:7]=O)[C:5]([OH:10])=[CH:4][CH:3]=1.[Cl:11][C:12]1[CH:25]=[CH:24][C:15]([CH2:16][S:17]([CH2:20][C:21](O)=[O:22])(=[O:19])=[O:18])=[CH:14][C:13]=1[N+:26]([O-:28])=[O:27]. Product: [Cl:11][C:12]1[CH:25]=[CH:24][C:15]([CH2:16][S:17]([C:20]2[C:21](=[O:22])[O:10][C:5]3[C:6]([CH:7]=2)=[CH:9][C:2]([Cl:1])=[CH:3][CH:4]=3)(=[O:18])=[O:19])=[CH:14][C:13]=1[N+:26]([O-:28])=[O:27]. The catalyst class is: 15. (10) Reactant: [CH2:1]([O:8][C:9](=[O:24])[NH:10][C@@H:11]1[C:14](=[O:15])[NH:13][C@@H:12]1[CH2:16][N:17]1[N:21]=[C:20]([CH2:22][OH:23])[CH:19]=[N:18]1)[C:2]1[CH:7]=[CH:6][CH:5]=[CH:4][CH:3]=1. Product: [CH2:1]([O:8][C:9](=[O:24])[NH:10][C@@H:11]1[C:14](=[O:15])[NH:13][C@@H:12]1[CH2:16][N:17]1[N:21]=[C:20]([CH:22]=[O:23])[CH:19]=[N:18]1)[C:2]1[CH:3]=[CH:4][CH:5]=[CH:6][CH:7]=1. The catalyst class is: 725.